From a dataset of Forward reaction prediction with 1.9M reactions from USPTO patents (1976-2016). Predict the product of the given reaction. Given the reactants [CH2:1]([S:3]([C:12]1[C:13]([C:22]2[N:34]([CH3:35])[C:25]3=[N:26][CH:27]=[C:28]([C:30]([F:33])([F:32])[F:31])[CH:29]=[C:24]3[N:23]=2)=[N:14][CH:15]=[C:16]([C:18]([F:21])([F:20])[F:19])[CH:17]=1)(=[O:11])=[N:4]C(=O)C(F)(F)F)[CH3:2].C(=O)([O-])[O-].[K+].[K+], predict the reaction product. The product is: [CH2:1]([S:3](=[NH:4])([C:12]1[C:13]([C:22]2[N:34]([CH3:35])[C:25]3=[N:26][CH:27]=[C:28]([C:30]([F:33])([F:32])[F:31])[CH:29]=[C:24]3[N:23]=2)=[N:14][CH:15]=[C:16]([C:18]([F:19])([F:20])[F:21])[CH:17]=1)=[O:11])[CH3:2].